This data is from Reaction yield outcomes from USPTO patents with 853,638 reactions. The task is: Predict the reaction yield, written as a fraction of the theoretical maximum amount of product (1.0 means a 100% yield; for example, 0.34 means a 34% yield). (1) The reactants are [NH2:1][C:2]1[CH:7]=[CH:6][C:5]([C:8]2[N:13]=[C:12]([N:14]3[CH:19]([CH3:20])[CH2:18][O:17][CH2:16][CH:15]3[CH3:21])[N:11]=[C:10]([C:22]3[CH:27]=[CH:26][C:25]([NH:28][C:29]([NH:31][CH3:32])=[O:30])=[CH:24][CH:23]=3)[N:9]=2)=[CH:4][CH:3]=1.[N:33]1[CH:38]=[CH:37][CH:36]=[C:35]([NH:39][C:40](=O)[O:41]C2C=CC=CC=2)[CH:34]=1. No catalyst specified. The product is [CH3:21][CH:15]1[CH2:16][O:17][CH2:18][CH:19]([CH3:20])[N:14]1[C:12]1[N:11]=[C:10]([C:22]2[CH:27]=[CH:26][C:25]([NH:28][C:29](=[O:30])[NH:31][CH3:32])=[CH:24][CH:23]=2)[N:9]=[C:8]([C:5]2[CH:4]=[CH:3][C:2]([NH:1][C:40]([NH:39][C:35]3[CH:34]=[N:33][CH:38]=[CH:37][CH:36]=3)=[O:41])=[CH:7][CH:6]=2)[N:13]=1. The yield is 0.0600. (2) The reactants are [N+](N[C:5]1C=[CH:9][CH:8]=[CH:7][CH:6]=1)([O-])=O.Cl.[N:12]([O-:14])=[O:13].[Na+].[C:16](=[O:19])(O)[O-].[Na+].[CH3:21][S-:22].[Na+]. The catalyst is O. The product is [CH3:21][S:22][C:9]1[CH:8]=[CH:7][CH:6]=[C:5]([N+:12]([O-:14])=[O:13])[C:16]=1[OH:19]. The yield is 0.198. (3) The reactants are Cl[C:2]1[CH:11]=[CH:10][N:9]=[C:8]2[C:3]=1[CH:4]=[C:5]([C:13]([NH:15][CH2:16][C:17]1[CH:22]=[CH:21][CH:20]=[C:19]([C:23]([F:26])([F:25])[F:24])[CH:18]=1)=[O:14])[C:6]([CH3:12])=[N:7]2.[CH3:27][O-:28].[Na+]. The catalyst is CO. The product is [CH3:27][O:28][C:2]1[CH:11]=[CH:10][N:9]=[C:8]2[C:3]=1[CH:4]=[C:5]([C:13]([NH:15][CH2:16][C:17]1[CH:22]=[CH:21][CH:20]=[C:19]([C:23]([F:26])([F:25])[F:24])[CH:18]=1)=[O:14])[C:6]([CH3:12])=[N:7]2. The yield is 0.790. (4) The yield is 0.950. The reactants are CO[C:3]([C:5]1[N:6]([CH2:31][CH:32]=[O:33])[CH:7]=[C:8]([C:20](=[O:30])[NH:21][CH2:22][C:23]2[CH:28]=[CH:27][C:26]([F:29])=[CH:25][CH:24]=2)[C:9](=[O:19])[C:10]=1[O:11][CH2:12][C:13]1[CH:18]=[CH:17][CH:16]=[CH:15][CH:14]=1)=[O:4].[NH2:34][C@@H:35]([CH3:38])[CH2:36]O.C(O)(=O)C. The product is [F:29][C:26]1[CH:25]=[CH:24][C:23]([CH2:22][NH:21][C:20]([C:8]2[C:9](=[O:19])[C:10]([O:11][CH2:12][C:13]3[CH:14]=[CH:15][CH:16]=[CH:17][CH:18]=3)=[C:5]3[C:3](=[O:4])[N:34]4[C@@H:35]([CH3:38])[CH2:36][O:33][C@@H:32]4[CH2:31][N:6]3[CH:7]=2)=[O:30])=[CH:28][CH:27]=1. The catalyst is ClCCl. (5) The reactants are [CH2:1]([C:5]1[N:6]=[C:7]([CH3:27])[NH:8][C:9](=[O:26])[C:10]=1[CH2:11][C:12]1[CH:17]=[CH:16][C:15]([C:18]2[C:19]([C:24]#[N:25])=[CH:20][CH:21]=[CH:22][CH:23]=2)=[CH:14][CH:13]=1)[CH2:2][CH2:3][CH3:4].[H-].[Na+].Br[CH2:31][C:32]12[CH2:41][CH:36]3[CH2:37][CH:38]([CH2:40][CH:34]([CH2:35]3)[CH2:33]1)[CH2:39]2.[Cl-].O[NH3+:44].[C:45](=[O:48])([O-])[OH:46].[Na+]. The catalyst is C(OCC)(=O)C.CS(C)=O.CN(C)C=O. The product is [C:32]12([CH2:31][N:8]3[C:9](=[O:26])[C:10]([CH2:11][C:12]4[CH:17]=[CH:16][C:15]([C:18]5[CH:23]=[CH:22][CH:21]=[CH:20][C:19]=5[C:24]5[NH:44][C:45](=[O:48])[O:46][N:25]=5)=[CH:14][CH:13]=4)=[C:5]([CH2:1][CH2:2][CH2:3][CH3:4])[N:6]=[C:7]3[CH3:27])[CH2:41][CH:36]3[CH2:37][CH:38]([CH2:40][CH:34]([CH2:35]3)[CH2:33]1)[CH2:39]2. The yield is 0.190. (6) The yield is 0.760. No catalyst specified. The product is [F:1][C:2]1[CH:3]=[C:4]2[C:9](=[CH:10][CH:11]=1)[N:8]=[C:7]([O:12][CH3:13])[C:6]([NH:14][C:15]([N:35]1[CH2:34][CH2:33][N:32]([C:24]3[CH:23]=[C:22]([O:21][CH3:20])[C:27]([O:28][CH3:29])=[C:26]([O:30][CH3:31])[CH:25]=3)[CH2:37][CH2:36]1)=[O:19])=[N:5]2. The reactants are [F:1][C:2]1[CH:3]=[C:4]2[C:9](=[CH:10][CH:11]=1)[N:8]=[C:7]([O:12][CH3:13])[C:6]([NH:14][C:15](=[O:19])OCC)=[N:5]2.[CH3:20][O:21][C:22]1[CH:23]=[C:24]([N:32]2[CH2:37][CH2:36][NH:35][CH2:34][CH2:33]2)[CH:25]=[C:26]([O:30][CH3:31])[C:27]=1[O:28][CH3:29].